Dataset: CYP1A2 inhibition data for predicting drug metabolism from PubChem BioAssay. Task: Regression/Classification. Given a drug SMILES string, predict its absorption, distribution, metabolism, or excretion properties. Task type varies by dataset: regression for continuous measurements (e.g., permeability, clearance, half-life) or binary classification for categorical outcomes (e.g., BBB penetration, CYP inhibition). Dataset: cyp1a2_veith. (1) The compound is COC(=O)c1c(C)oc2ccc(N(C(=O)c3ccncc3)S(=O)(=O)c3ccccc3)cc12. The result is 1 (inhibitor). (2) The drug is Cc1cc(OC(C)C)nc(NCc2ccccc2)n1. The result is 1 (inhibitor). (3) The molecule is CC(=O)NCCNc1nc(-c2cccc(NS(C)(=O)=O)c2)nc2ccccc12. The result is 1 (inhibitor). (4) The compound is Cc1ccc(-c2csc3ncnc(SCC(=O)c4ccc5c(c4)OCCO5)c23)cc1. The result is 1 (inhibitor). (5) The compound is N#CCCn1c(=O)c(-c2cccs2)nc2cnc(OCc3ccccc3)nc21. The result is 1 (inhibitor). (6) The compound is O=C(N/N=C/c1c(Nc2cccc(C(F)(F)F)c2)nc2ccccn2c1=O)c1ccccc1. The result is 1 (inhibitor). (7) The result is 1 (inhibitor). The compound is Clc1ccc(Sc2ccc(/C=N/n3cnnc3)o2)cc1.